Dataset: Full USPTO retrosynthesis dataset with 1.9M reactions from patents (1976-2016). Task: Predict the reactants needed to synthesize the given product. (1) Given the product [CH:1]1[CH:6]=[CH:5][C:4]([C:10]([OH:12])=[O:11])=[C:3]([C:13]2[C:14]3[CH:19]=[CH:18][C:17]([OH:20])=[CH:16][C:15]=3[O:21][C:22]3[C:23]=2[CH:24]=[CH:25][C:26]([CH:27]=3)=[O:28])[CH:2]=1, predict the reactants needed to synthesize it. The reactants are: [CH:1]1[C:6](N=C=S)=[CH:5][C:4]2[C:10]([O:12][C:13]3([C:23]4[CH:24]=[CH:25][C:26]([OH:28])=[CH:27][C:22]=4[O:21][C:15]4[CH:16]=[C:17]([OH:20])[CH:18]=[CH:19][C:14]3=4)[C:3]=2[CH:2]=1)=[O:11].CCN(CC)CC. (2) The reactants are: Cl[CH2:2][C:3]1[N:4]=[C:5]([C:9]2[CH:14]=[CH:13][CH:12]=[CH:11][CH:10]=2)[O:6][C:7]=1[CH3:8].[OH:15][C:16]1[CH:21]=[CH:20][C:19]([C:22]([C:24]2[C:29]([CH3:30])=[CH:28][C:27]([O:31][CH3:32])=[CH:26][C:25]=2[O:33][CH2:34][O:35][CH3:36])=[O:23])=[CH:18][CH:17]=1.C(=O)([O-])[O-].[K+].[K+].CN(C)C=O. Given the product [CH3:32][O:31][C:27]1[CH:28]=[C:29]([CH3:30])[C:24]([C:22]([C:19]2[CH:20]=[CH:21][C:16]([O:15][CH2:2][C:3]3[N:4]=[C:5]([C:9]4[CH:14]=[CH:13][CH:12]=[CH:11][CH:10]=4)[O:6][C:7]=3[CH3:8])=[CH:17][CH:18]=2)=[O:23])=[C:25]([O:33][CH2:34][O:35][CH3:36])[CH:26]=1, predict the reactants needed to synthesize it. (3) Given the product [N:31]1([CH2:30][CH2:29][N:15]2[CH:16]=[C:17]([C:19]3[CH:24]=[CH:23][N:22]=[C:21]([C:25]([F:27])([F:28])[F:26])[CH:20]=3)[N:18]=[C:14]2[C@H:11]2[CH2:12][CH2:13][NH:8][CH2:9][C@H:10]2[F:35])[CH2:32][CH2:33][CH2:34]1, predict the reactants needed to synthesize it. The reactants are: C(OC([N:8]1[CH2:13][CH2:12][C@H:11]([C:14]2[N:15]([CH2:29][CH2:30][N:31]3[CH2:34][CH2:33][CH2:32]3)[CH:16]=[C:17]([C:19]3[CH:24]=[CH:23][N:22]=[C:21]([C:25]([F:28])([F:27])[F:26])[CH:20]=3)[N:18]=2)[C@H:10]([F:35])[CH2:9]1)=O)(C)(C)C.Cl.O1CCOCC1.C(=O)([O-])[O-].[Na+].[Na+]. (4) Given the product [CH3:37][O:36][C:34]1[C:33]2[C:28](=[C:29]([O:38][CH3:39])[CH:30]=[CH:31][CH:32]=2)[N:27]=[C:26]([C:24]([N:21]2[CH2:22][CH2:23][C:18]3([CH2:17][C:16](=[O:44])[C:15]4[C:41](=[CH:42][CH:43]=[C:13]([C:10]([CH3:12])([CH3:11])[C:9]([OH:45])=[O:8])[CH:14]=4)[O:40]3)[CH2:19][CH2:20]2)=[O:25])[CH:35]=1, predict the reactants needed to synthesize it. The reactants are: C([O:8][C:9](=[O:45])[C:10]([C:13]1[CH:14]=[C:15]2[C:41](=[CH:42][CH:43]=1)[O:40][C:18]1([CH2:23][CH2:22][N:21]([C:24]([C:26]3[CH:35]=[C:34]([O:36][CH3:37])[C:33]4[C:28](=[C:29]([O:38][CH3:39])[CH:30]=[CH:31][CH:32]=4)[N:27]=3)=[O:25])[CH2:20][CH2:19]1)[CH2:17][C:16]2=[O:44])([CH3:12])[CH3:11])C1C=CC=CC=1. (5) Given the product [CH2:39]([O:38][CH:32]([CH2:31][C:28]1[CH:27]=[CH:26][C:25]([O:14][CH2:13][CH2:12][CH:10]2[S:9][C:8]3[CH:15]=[CH:16][CH:17]=[CH:18][C:7]=3[O:6][C:5]3[CH:4]=[CH:3][CH:2]=[CH:1][C:11]2=3)=[CH:30][CH:29]=1)[C:33]([O:35][CH2:36][CH3:37])=[O:34])[CH3:40], predict the reactants needed to synthesize it. The reactants are: [CH:1]1[C:11]2[CH:10]([CH2:12][CH2:13][OH:14])[S:9][C:8]3[CH:15]=[CH:16][CH:17]=[CH:18][C:7]=3[O:6][C:5]=2[CH:4]=[CH:3][CH:2]=1.CS(Cl)(=O)=O.O[C:25]1[CH:30]=[CH:29][C:28]([CH2:31][CH:32]([O:38][CH2:39][CH3:40])[C:33]([O:35][CH2:36][CH3:37])=[O:34])=[CH:27][CH:26]=1.C(=O)([O-])[O-].[K+].[K+]. (6) The reactants are: [Cl:1][C:2]1[CH:7]=[CH:6][CH:5]=[CH:4][C:3]=1[N:8]1[C:12]([S:13][C:14]2[CH:19]=[CH:18][N:17]=[CH:16][CH:15]=2)=[CH:11][C:10]([CH2:20][N:21]([CH3:29])[C:22](=[O:28])[O:23][C:24]([CH3:27])([CH3:26])[CH3:25])=[N:9]1.C(#N)C.C([O-])([O-])=[O:34].C([O-])([O-])=O.OO.OO.OO.[Na+].[Na+].[Na+].[Na+].[OH2:51]. Given the product [Cl:1][C:2]1[CH:7]=[CH:6][CH:5]=[CH:4][C:3]=1[N:8]1[C:12]([S:13]([C:14]2[CH:19]=[CH:18][N:17]=[CH:16][CH:15]=2)(=[O:34])=[O:51])=[CH:11][C:10]([CH2:20][N:21]([CH3:29])[C:22](=[O:28])[O:23][C:24]([CH3:25])([CH3:26])[CH3:27])=[N:9]1, predict the reactants needed to synthesize it. (7) Given the product [Br:1][C:2]1[C:3]([CH2:9][CH3:10])=[C:4]([O:8][CH2:12][CH2:13][CH2:14][C:15]([O:17][CH2:18][CH3:19])=[O:16])[CH:5]=[CH:6][CH:7]=1, predict the reactants needed to synthesize it. The reactants are: [Br:1][C:2]1[C:3]([CH2:9][CH3:10])=[C:4]([OH:8])[CH:5]=[CH:6][CH:7]=1.Br[CH2:12][CH2:13][CH2:14][C:15]([O:17][CH2:18][CH3:19])=[O:16].C(=O)([O-])[O-].[K+].[K+].O. (8) Given the product [CH3:19][C@@H:20]([C@@H:36]([OH:43])[C@@H:37]([CH3:42])[C@H:38]([OH:41])[CH2:39][CH3:40])[C:21]([N:23]1[C@@H:27]([CH2:28][C:29]2[CH:30]=[CH:31][CH:32]=[CH:33][CH:34]=2)[CH2:26][O:25][C:24]1=[O:35])=[O:22], predict the reactants needed to synthesize it. The reactants are: C(O[BH-](OC(=O)C)OC(=O)C)(=O)C.C[N+](C)(C)C.[CH3:19][C@@H:20]([C:36](=[O:43])[C@@H:37]([CH3:42])[C@H:38]([OH:41])[CH2:39][CH3:40])[C:21]([N:23]1[C@@H:27]([CH2:28][C:29]2[CH:34]=[CH:33][CH:32]=[CH:31][CH:30]=2)[CH2:26][O:25][C:24]1=[O:35])=[O:22].C(C(C(C([O-])=O)O)O)([O-])=O.[Na+].[Na+].